This data is from NCI-60 drug combinations with 297,098 pairs across 59 cell lines. The task is: Regression. Given two drug SMILES strings and cell line genomic features, predict the synergy score measuring deviation from expected non-interaction effect. Drug 1: CC1=CC2C(CCC3(C2CCC3(C(=O)C)OC(=O)C)C)C4(C1=CC(=O)CC4)C. Drug 2: C(CN)CNCCSP(=O)(O)O. Cell line: NCI-H522. Synergy scores: CSS=1.08, Synergy_ZIP=0.248, Synergy_Bliss=0.716, Synergy_Loewe=-0.212, Synergy_HSA=-0.216.